This data is from NCI-60 drug combinations with 297,098 pairs across 59 cell lines. The task is: Regression. Given two drug SMILES strings and cell line genomic features, predict the synergy score measuring deviation from expected non-interaction effect. (1) Drug 1: CCCS(=O)(=O)NC1=C(C(=C(C=C1)F)C(=O)C2=CNC3=C2C=C(C=N3)C4=CC=C(C=C4)Cl)F. Drug 2: C1CN(CCN1C(=O)CCBr)C(=O)CCBr. Cell line: DU-145. Synergy scores: CSS=19.0, Synergy_ZIP=-6.86, Synergy_Bliss=0.703, Synergy_Loewe=-11.3, Synergy_HSA=-1.98. (2) Drug 1: CNC(=O)C1=CC=CC=C1SC2=CC3=C(C=C2)C(=NN3)C=CC4=CC=CC=N4. Drug 2: C1=CN(C(=O)N=C1N)C2C(C(C(O2)CO)O)O.Cl. Cell line: SK-MEL-2. Synergy scores: CSS=20.7, Synergy_ZIP=-7.03, Synergy_Bliss=3.79, Synergy_Loewe=-9.81, Synergy_HSA=2.77.